From a dataset of Reaction yield outcomes from USPTO patents with 853,638 reactions. Predict the reaction yield, written as a fraction of the theoretical maximum amount of product (1.0 means a 100% yield; for example, 0.34 means a 34% yield). (1) The reactants are [F:1][C:2]1[CH:3]=[C:4]([N+:9]([O-:11])=[O:10])[CH:5]=[CH:6][C:7]=1F.[CH2:12]([NH2:19])[C:13]1[CH:18]=[CH:17][CH:16]=[CH:15][CH:14]=1.C(N(CC)C(C)C)(C)C. The catalyst is C(#N)C. The product is [CH2:12]([NH:19][C:7]1[CH:6]=[CH:5][C:4]([N+:9]([O-:11])=[O:10])=[CH:3][C:2]=1[F:1])[C:13]1[CH:18]=[CH:17][CH:16]=[CH:15][CH:14]=1. The yield is 0.937. (2) The reactants are [CH2:1]([N:8]([CH3:27])[S:9]([C:12]1[CH:13]=[C:14]2[C:18](=[CH:19][CH:20]=1)[NH:17][C:16](=[O:21])[C:15]12[O:26][CH2:25][CH2:24][CH2:23][O:22]1)(=[O:11])=[O:10])[C:2]1[CH:7]=[CH:6][CH:5]=[CH:4][CH:3]=1.[OH-].[CH2:29]([N+:36](C)(C)C)[C:30]1C=CC=C[CH:31]=1.C(#N)C=C. The catalyst is CCO. The product is [CH2:1]([N:8]([CH3:27])[S:9]([C:12]1[CH:13]=[C:14]2[C:18](=[CH:19][CH:20]=1)[N:17]([CH2:31][CH2:30][C:29]#[N:36])[C:16](=[O:21])[C:15]12[O:26][CH2:25][CH2:24][CH2:23][O:22]1)(=[O:10])=[O:11])[C:2]1[CH:3]=[CH:4][CH:5]=[CH:6][CH:7]=1. The yield is 0.840. (3) The reactants are O1CCCCC1[N:7]1[C:15]2[C:10](=[CH:11][C:12]([C:16]3[N:20]=[CH:19][N:18](C(C4C=CC=CC=4)(C4C=CC=CC=4)C4C=CC=CC=4)[N:17]=3)=[CH:13][CH:14]=2)[C:9]([C:40]2[CH:41]=[C:42]([CH:47]=[CH:48][CH:49]=2)[C:43]([O:45]C)=O)=[N:8]1.[OH-].[Li+].O[N:53]1[C:57]2[CH:58]=[CH:59][CH:60]=[CH:61][C:56]=2N=N1.[NH2:62][CH2:63]CN1CCCCC1.Cl.C(N=C=NCCCN(C)C)C.Cl. The catalyst is O1CCCC1.O.O1CCOCC1. The product is [NH:18]1[CH:19]=[N:20][C:16]([C:12]2[CH:11]=[C:10]3[C:15](=[CH:14][CH:13]=2)[NH:7][N:8]=[C:9]3[C:40]2[CH:41]=[C:42]([C:43]([NH:62][CH2:63][CH2:56][CH:61]3[CH2:60][CH2:59][CH2:58][CH2:57][NH:53]3)=[O:45])[CH:47]=[CH:48][CH:49]=2)=[N:17]1. The yield is 0.280. (4) The reactants are [C:1]([N:8]1[CH2:15][C@@H:14]([N:16]([CH:23]2[CH2:28][CH2:27][C:26]([CH3:30])([CH3:29])[CH2:25][CH2:24]2)[C:17](=[O:22])[C:18]([CH3:21])([CH3:20])[CH3:19])[CH2:13][C@H:9]1[C:10](O)=[O:11])([O:3][C:4]([CH3:7])([CH3:6])[CH3:5])=[O:2].C[CH2:32][N:33](C(C)C)[CH:34](C)C.Cl.CNC.CN(C(ON1N=NC2C=CC=CC1=2)=[N+](C)C)C.F[P-](F)(F)(F)(F)F. The catalyst is CN(C=O)C. The product is [C:1]([N:8]1[CH2:15][C@@H:14]([N:16]([CH:23]2[CH2:28][CH2:27][C:26]([CH3:30])([CH3:29])[CH2:25][CH2:24]2)[C:17](=[O:22])[C:18]([CH3:20])([CH3:19])[CH3:21])[CH2:13][C@H:9]1[C:10]([N:33]([CH3:34])[CH3:32])=[O:11])([O:3][C:4]([CH3:5])([CH3:6])[CH3:7])=[O:2]. The yield is 0.930. (5) The product is [NH2:1][C:2]1[C:11]2[CH:10]=[CH:9][CH:8]=[C:7]([C:22]3[CH:23]=[CH:24][CH:25]=[C:26]([CH3:27])[C:21]=3[CH3:20])[C:6]=2[N:5]=[C:4]2[CH2:13][N:14]([CH2:17][CH2:18][CH3:19])[C:15](=[O:16])[C:3]=12. The yield is 0.780. No catalyst specified. The reactants are [NH2:1][C:2]1[C:11]2[CH:10]=[CH:9][CH:8]=[C:7](Br)[C:6]=2[N:5]=[C:4]2[CH2:13][N:14]([CH2:17][CH2:18][CH3:19])[C:15](=[O:16])[C:3]=12.[CH3:20][C:21]1[C:26]([CH3:27])=[CH:25][CH:24]=[CH:23][C:22]=1B(O)O. (6) The reactants are [N+:1]([C:4]1[CH:5]=[C:6]([NH:16][C:17](=[O:19])[CH3:18])[CH:7]=[C:8]([C:10]2[CH:15]=[CH:14][CH:13]=[CH:12][CH:11]=2)[CH:9]=1)([O-])=O.[Cl-].[NH4+]. The catalyst is C1COCC1.O.[Zn]. The product is [NH2:1][C:4]1[CH:5]=[C:6]([NH:16][C:17](=[O:19])[CH3:18])[CH:7]=[C:8]([C:10]2[CH:15]=[CH:14][CH:13]=[CH:12][CH:11]=2)[CH:9]=1. The yield is 0.940. (7) The reactants are [CH3:1][N:2]1[CH2:7][CH2:6][N:5]([C:8]2[C:13]3[CH2:14][C@H:15]([NH:18][C:19](=[O:32])[C:20]4[CH:25]=[CH:24][C:23]([N:26]5[CH2:31][CH2:30][NH:29][CH2:28][CH2:27]5)=[CH:22][CH:21]=4)[CH2:16][O:17][C:12]=3[CH:11]=[CH:10][CH:9]=2)[CH2:4][CH2:3]1.C(=O)([O-])[O-].[K+].[K+].S(O[CH2:44][CH2:45][O:46][CH2:47][C:48]1[CH:53]=[CH:52][CH:51]=[CH:50][CH:49]=1)(=O)(=O)C. The catalyst is CN(C)C=O. The product is [CH3:1][N:2]1[CH2:3][CH2:4][N:5]([C:8]2[C:13]3[CH2:14][C@H:15]([NH:18][C:19](=[O:32])[C:20]4[CH:21]=[CH:22][C:23]([N:26]5[CH2:27][CH2:28][N:29]([CH2:44][CH2:45][O:46][CH2:47][C:48]6[CH:53]=[CH:52][CH:51]=[CH:50][CH:49]=6)[CH2:30][CH2:31]5)=[CH:24][CH:25]=4)[CH2:16][O:17][C:12]=3[CH:11]=[CH:10][CH:9]=2)[CH2:6][CH2:7]1. The yield is 0.240. (8) The reactants are [CH:1]1([N:4]2[C:13]3[C:8](=[CH:9][C:10]([F:17])=[C:11](F)[C:12]=3[O:14][CH3:15])[C:7](=[O:18])[C:6]([C:19]([OH:21])=[O:20])=[CH:5]2)[CH2:3][CH2:2]1.[CH3:22][CH:23]1[CH2:28][NH:27][CH2:26][CH2:25][NH:24]1. The catalyst is CS(C)=O. The product is [CH3:22][CH:23]1[NH:24][CH2:25][CH2:26][N:27]([C:11]2[C:12]([O:14][CH3:15])=[C:13]3[N:4]([CH:1]4[CH2:3][CH2:2]4)[CH:5]=[C:6]([C:19]([OH:21])=[O:20])[C:7](=[O:18])[C:8]3=[CH:9][C:10]=2[F:17])[CH2:28]1. The yield is 0.660. (9) The reactants are [Br:1][C:2]1[CH:7]=[CH:6][CH:5]=[C:4]([Br:8])[C:3]=1[S:9](Cl)(=[O:11])=[O:10].C(=O)([O-])[O-].[K+].[K+].[C:19]([NH2:23])([CH3:22])([CH3:21])[CH3:20].O. The catalyst is O1CCCC1. The product is [Br:1][C:2]1[CH:7]=[CH:6][CH:5]=[C:4]([Br:8])[C:3]=1[S:9]([NH:23][C:19]([CH3:22])([CH3:21])[CH3:20])(=[O:11])=[O:10]. The yield is 0.870. (10) The reactants are [C:1]1(=[O:11])[C:10]2[C:5](=[CH:6][CH:7]=[N:8][CH:9]=2)[CH:4]=[CH:3][NH:2]1.[N+:12]([O-])([OH:14])=[O:13]. The catalyst is S(=O)(=O)(O)O. The product is [N+:12]([C:4]1[C:5]2[C:10](=[CH:9][N:8]=[CH:7][CH:6]=2)[C:1]([OH:11])=[N:2][CH:3]=1)([O-:14])=[O:13]. The yield is 0.870.